Dataset: Reaction yield outcomes from USPTO patents with 853,638 reactions. Task: Predict the reaction yield, written as a fraction of the theoretical maximum amount of product (1.0 means a 100% yield; for example, 0.34 means a 34% yield). (1) The reactants are [C:1]([O:5][C:6]([NH:8][C:9]1[CH:10]=[C:11]([C:15]([NH:17][C:18]2[N:19]=[C:20]([C:24]([NH:26][C:27]3[CH:28]=[C:29]([C:33]([NH:35][C:36]4[CH:37]=[C:38]([C:42]([OH:44])=O)[N:39]([CH3:41])[CH:40]=4)=[O:34])[N:30]([CH3:32])[CH:31]=3)=[O:25])[N:21]([CH3:23])[CH:22]=2)=[O:16])[N:12]([CH3:14])[CH:13]=1)=[O:7])([CH3:4])([CH3:3])[CH3:2].Cl.[N:46]1[CH:51]=[CH:50][CH:49]=[CH:48][C:47]=1[S:52][S:53][CH2:54][CH2:55][NH2:56].CCN(C(C)C)C(C)C.C(Cl)CCl. The catalyst is CC(N(C)C)=O. The product is [CH3:14][N:12]1[C:11]([C:15](=[O:16])[NH:17][C:18]2[N:19]=[C:20]([C:24](=[O:25])[NH:26][C:27]3[CH:28]=[C:29]([C:33](=[O:34])[NH:35][C:36]4[CH:37]=[C:38]([C:42](=[O:44])[NH:56][CH2:55][CH2:54][S:53][S:52][C:47]5[CH:48]=[CH:49][CH:50]=[CH:51][N:46]=5)[N:39]([CH3:41])[CH:40]=4)[N:30]([CH3:32])[CH:31]=3)[N:21]([CH3:23])[CH:22]=2)=[CH:10][C:9]([NH:8][C:6](=[O:7])[O:5][C:1]([CH3:2])([CH3:3])[CH3:4])=[CH:13]1. The yield is 0.680. (2) The reactants are [C:1]([C:3]1[C:4]([N:15]2[CH2:20][CH2:19][N:18]([C:21]([O:23][C:24]([CH3:27])([CH3:26])[CH3:25])=[O:22])[C@H:17]([CH:28]([CH3:30])[CH3:29])[CH2:16]2)=[N:5][C:6]([CH:12]2[CH2:14][CH2:13]2)=[C:7]([N+:9]([O-])=O)[CH:8]=1)#[N:2].[NH4+].[Cl-]. The catalyst is CCO.O.[Zn]. The product is [NH2:9][C:7]1[CH:8]=[C:3]([C:1]#[N:2])[C:4]([N:15]2[CH2:20][CH2:19][N:18]([C:21]([O:23][C:24]([CH3:25])([CH3:26])[CH3:27])=[O:22])[C@H:17]([CH:28]([CH3:29])[CH3:30])[CH2:16]2)=[N:5][C:6]=1[CH:12]1[CH2:13][CH2:14]1. The yield is 0.743. (3) The reactants are [CH:1]1([N:7]2[C:12]([OH:13])=[C:11]([C:14]([NH:16][CH2:17][C:18]([O:20]CC)=[O:19])=[O:15])[C:10](=[O:23])[NH:9][C:8]2=[O:24])[CH2:6][CH2:5][CH2:4][CH2:3][CH2:2]1.C(=O)([O-])[O-].[K+].[K+].[Cl:31][C:32]1[CH:39]=[CH:38][CH:37]=[CH:36][C:33]=1[CH2:34]Br.Cl. The catalyst is CN(C)C=O. The product is [Cl:31][C:32]1[CH:39]=[CH:38][CH:37]=[CH:36][C:33]=1[CH2:34][N:9]1[C:10](=[O:23])[C:11]([C:14]([NH:16][CH2:17][C:18]([OH:20])=[O:19])=[O:15])=[C:12]([OH:13])[N:7]([CH:1]2[CH2:2][CH2:3][CH2:4][CH2:5][CH2:6]2)[C:8]1=[O:24]. The yield is 0.440. (4) The reactants are [Li+].[OH-].[CH3:3][NH:4][C:5]1[N:10]=[C:9]([CH2:11][CH2:12][O:13][C:14]2[CH:38]=[CH:37][C:17]3[CH2:18][C@@H:19]([CH2:32][C:33]([O:35]C)=[O:34])[C:20](=[O:31])[N:21]([CH2:23][CH2:24][C:25]4[CH:30]=[CH:29][CH:28]=[CH:27][CH:26]=4)[CH2:22][C:16]=3[CH:15]=2)[CH:8]=[CH:7][CH:6]=1. The catalyst is C1COCC1.O. The product is [CH3:3][NH:4][C:5]1[N:10]=[C:9]([CH2:11][CH2:12][O:13][C:14]2[CH:38]=[CH:37][C:17]3[CH2:18][C@@H:19]([CH2:32][C:33]([OH:35])=[O:34])[C:20](=[O:31])[N:21]([CH2:23][CH2:24][C:25]4[CH:30]=[CH:29][CH:28]=[CH:27][CH:26]=4)[CH2:22][C:16]=3[CH:15]=2)[CH:8]=[CH:7][CH:6]=1. The yield is 0.550. (5) The reactants are [OH:1][CH2:2][CH2:3][C:4]1[CH:9]=[CH:8][C:7]([NH:10][C:11](=[O:17])[O:12][C:13]([CH3:16])([CH3:15])[CH3:14])=[CH:6][CH:5]=1.N1C=CN=C1.Cl[Si:24]([CH:31]([CH3:33])[CH3:32])([CH:28]([CH3:30])[CH3:29])[CH:25]([CH3:27])[CH3:26].O. The catalyst is C(Cl)Cl. The product is [CH:25]([Si:24]([CH:31]([CH3:33])[CH3:32])([CH:28]([CH3:30])[CH3:29])[O:1][CH2:2][CH2:3][C:4]1[CH:5]=[CH:6][C:7]([NH:10][C:11](=[O:17])[O:12][C:13]([CH3:14])([CH3:16])[CH3:15])=[CH:8][CH:9]=1)([CH3:27])[CH3:26]. The yield is 0.990. (6) The reactants are [Cl:1][C:2]1[C:10]([F:11])=[CH:9][C:5]([C:6]([OH:8])=[O:7])=[C:4]([NH:12][C:13]2[CH:18]=[CH:17][C:16]([Si:19]([CH3:22])([CH3:21])[CH3:20])=[CH:15][C:14]=2[F:23])[N:3]=1.[C:24](Cl)(=O)C(Cl)=O. The catalyst is ClCCl.CN(C=O)C. The product is [CH3:24][O:7][C:6](=[O:8])[C:5]1[CH:9]=[C:10]([F:11])[C:2]([Cl:1])=[N:3][C:4]=1[NH:12][C:13]1[CH:18]=[CH:17][C:16]([Si:19]([CH3:20])([CH3:22])[CH3:21])=[CH:15][C:14]=1[F:23]. The yield is 0.920. (7) The reactants are [N-:1]=[N+:2]=[N-:3].[Na+].[CH3:5][S:6]([O:9][CH2:10][CH2:11][O:12][CH2:13][CH2:14][O:15][CH2:16][CH2:17][O:18][CH2:19][CH2:20]OS(C)(=O)=O)(=[O:8])=[O:7].C(O)C. The catalyst is O. The product is [CH3:5][S:6]([O:9][CH2:10][CH2:11][O:12][CH2:13][CH2:14][O:15][CH2:16][CH2:17][O:18][CH2:19][CH2:20][N:1]=[N+:2]=[N-:3])(=[O:8])=[O:7]. The yield is 0.470.